From a dataset of Forward reaction prediction with 1.9M reactions from USPTO patents (1976-2016). Predict the product of the given reaction. (1) Given the reactants CN(C)C=O.[Br:6][C:7]1[CH:16]=[C:15]2[C:10]([C:11](=[O:17])[CH2:12][CH2:13][O:14]2)=[CH:9][CH:8]=1.[CH:18]([Cl:21])(Cl)Cl, predict the reaction product. The product is: [Br:6][C:7]1[CH:16]=[C:15]2[C:10]([C:18]([Cl:21])=[C:12]([CH:11]=[O:17])[CH2:13][O:14]2)=[CH:9][CH:8]=1. (2) Given the reactants CO[C:3]([C:5]1[N:6]=[CH:7][C:8]2[C:9](=[O:23])[N:10]([CH2:16][C:17]3[CH:22]=[CH:21][CH:20]=[CH:19][CH:18]=3)[CH:11]=[CH:12][C:13]=2[C:14]=1[OH:15])=[O:4].[NH2:24][CH2:25][C:26]([OH:28])=[O:27].C[O-].[Na+], predict the reaction product. The product is: [CH2:16]([N:10]1[C:9](=[O:23])[C:8]2[CH:7]=[N:6][C:5]([C:3]([NH:24][CH2:25][C:26]([OH:28])=[O:27])=[O:4])=[C:14]([OH:15])[C:13]=2[CH:12]=[CH:11]1)[C:17]1[CH:22]=[CH:21][CH:20]=[CH:19][CH:18]=1.